Dataset: Forward reaction prediction with 1.9M reactions from USPTO patents (1976-2016). Task: Predict the product of the given reaction. (1) Given the reactants [CH3:1][C:2]1[NH:7][C:6](=[O:8])[NH:5][CH:4]([C:9]2[CH:14]=[CH:13][CH:12]=[C:11]([N+:15]([O-:17])=[O:16])[CH:10]=2)[C:3]=1[C:18]#[N:19].[Li+].CC([N-]C(C)C)C.Cl[C:29]([O:31][C:32]1[CH:37]=[CH:36][C:35]([N+:38]([O-:40])=[O:39])=[CH:34][CH:33]=1)=[O:30], predict the reaction product. The product is: [N+:38]([C:35]1[CH:34]=[CH:33][C:32]([O:31][C:29]([N:5]2[CH:4]([C:9]3[CH:14]=[CH:13][CH:12]=[C:11]([N+:15]([O-:17])=[O:16])[CH:10]=3)[C:3]([C:18]#[N:19])=[C:2]([CH3:1])[NH:7][C:6]2=[O:8])=[O:30])=[CH:37][CH:36]=1)([O-:40])=[O:39]. (2) Given the reactants [O:1]1CCO[CH:2]1[C:6]([CH3:35])([CH3:34])[CH2:7][C:8]1[CH:13]=[C:12]([F:14])[CH:11]=[CH:10][C:9]=1[S:15]([NH:18][C:19]1[C:28]([C:29]([O:31][CH3:32])=[O:30])=[C:27]2[C:22]([C@H:23]3[CH2:33][C@H:24]3[CH2:25][O:26]2)=[CH:21][CH:20]=1)(=[O:17])=[O:16], predict the reaction product. The product is: [CH3:34][C:6]([CH3:35])([CH:2]=[O:1])[CH2:7][C:8]1[CH:13]=[C:12]([F:14])[CH:11]=[CH:10][C:9]=1[S:15]([NH:18][C:19]1[C:28]([C:29]([O:31][CH3:32])=[O:30])=[C:27]2[C:22]([C@H:23]3[CH2:33][C@H:24]3[CH2:25][O:26]2)=[CH:21][CH:20]=1)(=[O:16])=[O:17]. (3) Given the reactants [CH2:1]([O:8][CH:9]([CH2:20][NH:21][C:22]([O:24][C:25]([CH3:28])([CH3:27])[CH3:26])=[O:23])[C:10]([O:12]CC1C=CC=CC=1)=[O:11])[C:2]1[CH:7]=[CH:6][CH:5]=[CH:4][CH:3]=1.[OH-].[Na+].Cl, predict the reaction product. The product is: [CH2:1]([O:8][CH:9]([CH2:20][NH:21][C:22]([O:24][C:25]([CH3:28])([CH3:27])[CH3:26])=[O:23])[C:10]([OH:12])=[O:11])[C:2]1[CH:3]=[CH:4][CH:5]=[CH:6][CH:7]=1.